Dataset: Reaction yield outcomes from USPTO patents with 853,638 reactions. Task: Predict the reaction yield, written as a fraction of the theoretical maximum amount of product (1.0 means a 100% yield; for example, 0.34 means a 34% yield). (1) The reactants are [CH3:1][O:2][C:3]1[CH:4]=[C:5]2[C:9](=[CH:10][CH:11]=1)[N:8]([C:12]1[CH:17]=[CH:16][C:15]([O:18][CH3:19])=[CH:14][CH:13]=1)[CH:7]=[CH:6]2.[Al](Cl)(CC)CC.[C:26](Cl)(=[O:28])[CH3:27]. The catalyst is C(Cl)Cl. The product is [CH3:1][O:2][C:3]1[CH:4]=[C:5]2[C:9](=[CH:10][CH:11]=1)[N:8]([C:12]1[CH:17]=[CH:16][C:15]([O:18][CH3:19])=[CH:14][CH:13]=1)[CH:7]=[C:6]2[C:26](=[O:28])[CH3:27]. The yield is 0.710. (2) The reactants are [Cl:1][C:2]1[C:7]([O:8][CH3:9])=[CH:6][CH:5]=[CH:4][C:3]=1[C:10](=[CH:16]N(C)C)[C:11](OCC)=[O:12].[NH2:20][C:21]([NH2:23])=[O:22].[Na+].[I-].C[Si](Cl)(C)C.[OH-].[Na+]. The catalyst is C(#N)C. The product is [Cl:1][C:2]1[C:7]([O:8][CH3:9])=[CH:6][CH:5]=[CH:4][C:3]=1[C:10]1[C:11](=[O:12])[NH:20][C:21](=[O:22])[NH:23][CH:16]=1. The yield is 0.820. (3) The reactants are [Cl:1][C:2]1[C:7]([NH:8][S:9]([N:12]([CH3:14])[CH3:13])(=[O:11])=[O:10])=[CH:6][C:5]([NH:15][C:16]2[C:21]([C:22]3[N:30]=[C:29]([CH3:31])[N:28]=[C:27]4[C:23]=3[N:24]=[CH:25][N:26]4C3CCCCO3)=[CH:20][C:19]([CH:38]([N:40]3[CH2:45][CH2:44][O:43][CH2:42][CH2:41]3)[CH3:39])=[CH:18][N:17]=2)=[CH:4][N:3]=1.Cl.C(O)(=O)CC(CC(O)=O)(C(O)=O)O.[OH-].[Na+]. The catalyst is [OH-].[Na+].C1COCC1. The product is [Cl:1][C:2]1[C:7]([NH:8][S:9]([N:12]([CH3:14])[CH3:13])(=[O:10])=[O:11])=[CH:6][C:5]([NH:15][C:16]2[C:21]([C:22]3[N:30]=[C:29]([CH3:31])[N:28]=[C:27]4[C:23]=3[N:24]=[CH:25][NH:26]4)=[CH:20][C:19]([CH:38]([N:40]3[CH2:45][CH2:44][O:43][CH2:42][CH2:41]3)[CH3:39])=[CH:18][N:17]=2)=[CH:4][N:3]=1. The yield is 0.580. (4) The reactants are [OH:1][C:2]1[CH:3]=[C:4]([CH:8]=[C:9]([OH:11])[CH:10]=1)[C:5]([OH:7])=[O:6].[C:12](OC(=O)C)(=[O:14])[CH3:13].N1C=CC=CC=1.[C:25](OCC)(=[O:27])[CH3:26]. The catalyst is CN(C)C1C=CN=CC=1.C(O)=O. The product is [C:12]([O:1][C:2]1[CH:3]=[C:4]([CH:8]=[C:9]([O:11][C:25](=[O:27])[CH3:26])[CH:10]=1)[C:5]([OH:7])=[O:6])(=[O:14])[CH3:13]. The yield is 0.720. (5) The reactants are [Cl:1][C:2]1[CH:3]=[C:4]2[C:8](=[CH:9][CH:10]=1)[NH:7][CH:6]=[C:5]2[CH2:11][CH2:12][NH:13][C:14](=[O:22])[C:15]1[CH:20]=[CH:19][C:18](I)=[CH:17][CH:16]=1.[CH3:23][O:24][C:25]1[CH:30]=[CH:29][CH:28]=[CH:27][C:26]=1B(O)O.C(=O)([O-])[O-].[Na+].[Na+]. The catalyst is C(COC)OC.O.C1C=CC([P]([Pd]([P](C2C=CC=CC=2)(C2C=CC=CC=2)C2C=CC=CC=2)([P](C2C=CC=CC=2)(C2C=CC=CC=2)C2C=CC=CC=2)[P](C2C=CC=CC=2)(C2C=CC=CC=2)C2C=CC=CC=2)(C2C=CC=CC=2)C2C=CC=CC=2)=CC=1. The product is [Cl:1][C:2]1[CH:3]=[C:4]2[C:8](=[CH:9][CH:10]=1)[NH:7][CH:6]=[C:5]2[CH2:11][CH2:12][NH:13][C:14]([C:15]1[CH:20]=[CH:19][C:18]([C:26]2[CH:27]=[CH:28][CH:29]=[CH:30][C:25]=2[O:24][CH3:23])=[CH:17][CH:16]=1)=[O:22]. The yield is 0.870.